Predict the reactants needed to synthesize the given product. From a dataset of Full USPTO retrosynthesis dataset with 1.9M reactions from patents (1976-2016). Given the product [OH:12][C@@H:7]1[C@:6]2([C:13]3[CH:14]=[C:15]([CH:20]=[CH:21][CH:22]=3)[C:16]([O:18][CH3:19])=[O:17])[C:11](=[C:2]([CH3:1])[C:3](=[O:23])[CH2:4][CH2:5]2)[CH2:10][CH2:9][CH2:8]1, predict the reactants needed to synthesize it. The reactants are: [CH3:1][C:2]1[C:3](=[O:23])[CH2:4][CH2:5][C@@:6]2([C:13]3[CH:14]=[C:15]([CH:20]=[CH:21][CH:22]=3)[C:16]([O:18][CH3:19])=[O:17])[C:11]=1[CH2:10][CH2:9][CH2:8][C:7]2=[O:12].[BH4-].[Na+].C(O)(=O)C.